Dataset: NCI-60 drug combinations with 297,098 pairs across 59 cell lines. Task: Regression. Given two drug SMILES strings and cell line genomic features, predict the synergy score measuring deviation from expected non-interaction effect. (1) Drug 1: CN(CCCl)CCCl.Cl. Drug 2: C1CN(P(=O)(OC1)NCCCl)CCCl. Cell line: HCT116. Synergy scores: CSS=33.1, Synergy_ZIP=-1.68, Synergy_Bliss=-2.82, Synergy_Loewe=-22.7, Synergy_HSA=-1.96. (2) Drug 1: COC1=C(C=C2C(=C1)N=CN=C2NC3=CC(=C(C=C3)F)Cl)OCCCN4CCOCC4. Drug 2: C1CN1P(=S)(N2CC2)N3CC3. Cell line: NCI-H322M. Synergy scores: CSS=43.7, Synergy_ZIP=3.91, Synergy_Bliss=4.17, Synergy_Loewe=-11.7, Synergy_HSA=1.47. (3) Drug 1: C1CCC(CC1)NC(=O)N(CCCl)N=O. Drug 2: C1=CC(=CC=C1CCCC(=O)O)N(CCCl)CCCl. Cell line: MOLT-4. Synergy scores: CSS=51.9, Synergy_ZIP=-2.85, Synergy_Bliss=-7.68, Synergy_Loewe=-11.0, Synergy_HSA=-6.40. (4) Drug 2: C1CC(=O)NC(=O)C1N2C(=O)C3=CC=CC=C3C2=O. Drug 1: CC1=C2C(C(=O)C3(C(CC4C(C3C(C(C2(C)C)(CC1OC(=O)C(C(C5=CC=CC=C5)NC(=O)OC(C)(C)C)O)O)OC(=O)C6=CC=CC=C6)(CO4)OC(=O)C)O)C)O. Synergy scores: CSS=46.8, Synergy_ZIP=-2.01, Synergy_Bliss=-5.19, Synergy_Loewe=-71.2, Synergy_HSA=-8.33. Cell line: OVCAR3. (5) Drug 1: C1C(C(OC1N2C=C(C(=O)NC2=O)F)CO)O. Drug 2: CCN(CC)CCCC(C)NC1=C2C=C(C=CC2=NC3=C1C=CC(=C3)Cl)OC. Cell line: OVCAR3. Synergy scores: CSS=10.8, Synergy_ZIP=-8.96, Synergy_Bliss=-4.48, Synergy_Loewe=-21.6, Synergy_HSA=-4.64.